Task: Predict the product of the given reaction.. Dataset: Forward reaction prediction with 1.9M reactions from USPTO patents (1976-2016) (1) Given the reactants [Cl:1][C:2]1[CH:3]=[C:4]([NH:13][C:14](=[S:26])[NH:15][C:16]2[CH:21]=[CH:20][C:19]([NH:22][C:23](=[O:25])[CH3:24])=[CH:18][CH:17]=2)[CH:5]=[C:6]([Cl:12])[C:7]=1[O:8][CH2:9][CH2:10][OH:11].[C:27](Cl)(=[O:34])[C:28]1[CH:33]=[CH:32][CH:31]=[CH:30][CH:29]=1, predict the reaction product. The product is: [C:23]([NH:22][C:19]1[CH:20]=[CH:21][C:16]([NH:15][C:14](=[S:26])[NH:13][C:4]2[CH:3]=[C:2]([Cl:1])[C:7]([O:8][CH2:9][CH2:10][O:11][C:27](=[O:34])[C:28]3[CH:33]=[CH:32][CH:31]=[CH:30][CH:29]=3)=[C:6]([Cl:12])[CH:5]=2)=[CH:17][CH:18]=1)(=[O:25])[CH3:24]. (2) Given the reactants [NH:1]1[C:5]2=[N:6][C:7]([OH:10])=[CH:8][CH:9]=[C:4]2[CH:3]=[CH:2]1.[C:11](=O)([O-])[O-].[K+].[K+].IC, predict the reaction product. The product is: [CH3:11][O:10][C:7]1[N:6]=[C:5]2[NH:1][CH:2]=[CH:3][C:4]2=[CH:9][CH:8]=1. (3) Given the reactants [Br:1][C:2]1[CH:3]=[C:4]2[C:9](=[C:10]([O:12]C)[CH:11]=1)[N:8]=[C:7]([Cl:14])[N:6]=[C:5]2[N:15]1[CH2:20][CH2:19][O:18][CH2:17][CH2:16]1.C(=O)(O)[O-].[Na+], predict the reaction product. The product is: [Br:1][C:2]1[CH:3]=[C:4]2[C:9](=[C:10]([OH:12])[CH:11]=1)[N:8]=[C:7]([Cl:14])[N:6]=[C:5]2[N:15]1[CH2:16][CH2:17][O:18][CH2:19][CH2:20]1.